From a dataset of Full USPTO retrosynthesis dataset with 1.9M reactions from patents (1976-2016). Predict the reactants needed to synthesize the given product. (1) Given the product [CH3:30][CH:31]([CH3:33])[CH:32]=[C:19]([C:16]1[CH:15]=[CH:14][C:13]([C:23]2[CH:24]=[CH:25][CH:26]=[CH:27][CH:28]=2)=[CH:18][CH:17]=1)[C:20]([OH:22])=[O:21], predict the reactants needed to synthesize it. The reactants are: C(NC(C)C)(C)C.C([Li])CCC.[C:13]1([C:23]2[CH:28]=[CH:27][CH:26]=[CH:25][CH:24]=2)[CH:18]=[CH:17][C:16]([CH2:19][C:20]([OH:22])=[O:21])=[CH:15][CH:14]=1.Br[CH2:30][C:31]([CH3:33])=[CH2:32]. (2) Given the product [N:8]1([CH2:7][CH2:6][O:5][CH2:4][C:3]2[CH:13]=[CH:14][CH:15]=[CH:16][C:2]=2/[CH:19]=[CH:18]/[C:17]([O:21][CH2:22][CH3:23])=[O:20])[CH2:12][CH2:11][CH2:10][CH2:9]1, predict the reactants needed to synthesize it. The reactants are: Br[C:2]1[CH:16]=[CH:15][CH:14]=[CH:13][C:3]=1[CH2:4][O:5][CH2:6][CH2:7][N:8]1[CH2:12][CH2:11][CH2:10][CH2:9]1.[C:17]([O:21][CH2:22][CH3:23])(=[O:20])[CH:18]=[CH2:19].C(=O)([O-])[O-].[K+].[K+]. (3) Given the product [I-:11].[CH:8]([N+:1]1[CH:6]=[CH:5][C:4]([CH3:7])=[CH:3][CH:2]=1)([CH3:10])[CH3:9], predict the reactants needed to synthesize it. The reactants are: [N:1]1[CH:6]=[CH:5][C:4]([CH3:7])=[CH:3][CH:2]=1.[CH:8]([I:11])([CH3:10])[CH3:9].